From a dataset of Reaction yield outcomes from USPTO patents with 853,638 reactions. Predict the reaction yield, written as a fraction of the theoretical maximum amount of product (1.0 means a 100% yield; for example, 0.34 means a 34% yield). The reactants are [CH:1]1([C:4]2[CH:9]=[CH:8][C:7]([N+:10]([O-])=O)=[C:6]([F:13])[CH:5]=2)[CH2:3][CH2:2]1.[Cl-].[NH4+].CCO.C1COCC1. The catalyst is O.[Fe]. The product is [CH:1]1([C:4]2[CH:9]=[CH:8][C:7]([NH2:10])=[C:6]([F:13])[CH:5]=2)[CH2:3][CH2:2]1. The yield is 0.990.